This data is from Full USPTO retrosynthesis dataset with 1.9M reactions from patents (1976-2016). The task is: Predict the reactants needed to synthesize the given product. The reactants are: [CH:1]1([N:7]2[CH2:13][C:12]([F:15])([F:14])[C:11](=[O:16])[N:10]([CH3:17])[C:9]3[CH:18]=[N:19][C:20]([NH:22][C:23]4[CH:31]=[CH:30][C:26]([C:27]([OH:29])=O)=[CH:25][C:24]=4[O:32][CH3:33])=[N:21][C:8]2=3)[CH2:6][CH2:5][CH2:4][CH2:3][CH2:2]1.CN(C(ON1N=NC2C=CC=NC1=2)=[N+](C)C)C.F[P-](F)(F)(F)(F)F.[CH3:58][S:59]([N:62]1[CH2:67][CH2:66][CH:65]([NH2:68])[CH2:64][CH2:63]1)(=[O:61])=[O:60]. Given the product [CH:1]1([N:7]2[CH2:13][C:12]([F:14])([F:15])[C:11](=[O:16])[N:10]([CH3:17])[C:9]3[CH:18]=[N:19][C:20]([NH:22][C:23]4[CH:31]=[CH:30][C:26]([C:27]([NH:68][CH:65]5[CH2:66][CH2:67][N:62]([S:59]([CH3:58])(=[O:61])=[O:60])[CH2:63][CH2:64]5)=[O:29])=[CH:25][C:24]=4[O:32][CH3:33])=[N:21][C:8]2=3)[CH2:2][CH2:3][CH2:4][CH2:5][CH2:6]1, predict the reactants needed to synthesize it.